This data is from Catalyst prediction with 721,799 reactions and 888 catalyst types from USPTO. The task is: Predict which catalyst facilitates the given reaction. (1) Reactant: [CH:1](NC(C)C)(C)[CH3:2].[Cl:8][C:9]1[CH:16]=[C:15]([N:17]2[C:21](=[O:22])[CH2:20][C@H:19]([OH:23])[C@@H:18]2[CH3:24])[CH:14]=[CH:13][C:10]=1[C:11]#[N:12].ICC.C(O)(=O)C. Product: [Cl:8][C:9]1[CH:16]=[C:15]([N:17]2[C@@H:18]([CH3:24])[C@@H:19]([OH:23])[C@H:20]([CH2:1][CH3:2])[C:21]2=[O:22])[CH:14]=[CH:13][C:10]=1[C:11]#[N:12]. The catalyst class is: 20. (2) Reactant: C1C(=O)N([Br:8])C(=O)C1.[Br:9][C:10]1[N:15]=[C:14]([NH2:16])[CH:13]=[CH:12][CH:11]=1. Product: [Br:8][C:11]1[CH:12]=[CH:13][C:14]([NH2:16])=[N:15][C:10]=1[Br:9]. The catalyst class is: 23. (3) Product: [F:30][C:27]([F:28])([F:29])[O:26][C:23]1[CH:24]=[CH:25][C:20]([C:18]2[N:19]=[C:15]([CH:12]([C:8]3([NH2:7])[CH2:9][O:10][CH2:11]3)[CH2:13][CH3:14])[NH:16][CH:17]=2)=[CH:21][CH:22]=1. Reactant: CC(S([NH:7][C:8]1([CH:12]([C:15]2[NH:16][CH:17]=[C:18]([C:20]3[CH:25]=[CH:24][C:23]([O:26][C:27]([F:30])([F:29])[F:28])=[CH:22][CH:21]=3)[N:19]=2)[CH2:13][CH3:14])[CH2:11][O:10][CH2:9]1)=O)(C)C.Cl.C(=O)([O-])O.[Na+]. The catalyst class is: 71. (4) Reactant: [F:1][C:2]([F:44])([F:43])[C:3]1[CH:4]=[C:5]([CH:40]=[CH:41][CH:42]=1)[C:6]([NH:8][CH2:9][C:10]([NH:12][C@@H:13]1[CH2:17][CH2:16][N:15]([CH:18]2[CH2:23][CH2:22][N:21]([C:24]3[CH:39]=[CH:38][C:27]([C:28]([O:30]CC4C=CC=CC=4)=[O:29])=[CH:26][CH:25]=3)[CH2:20][CH2:19]2)[CH2:14]1)=[O:11])=[O:7].[H][H]. Product: [F:44][C:2]([F:1])([F:43])[C:3]1[CH:4]=[C:5]([CH:40]=[CH:41][CH:42]=1)[C:6]([NH:8][CH2:9][C:10]([NH:12][C@@H:13]1[CH2:17][CH2:16][N:15]([CH:18]2[CH2:23][CH2:22][N:21]([C:24]3[CH:25]=[CH:26][C:27]([C:28]([OH:30])=[O:29])=[CH:38][CH:39]=3)[CH2:20][CH2:19]2)[CH2:14]1)=[O:11])=[O:7]. The catalyst class is: 19.